This data is from Full USPTO retrosynthesis dataset with 1.9M reactions from patents (1976-2016). The task is: Predict the reactants needed to synthesize the given product. (1) Given the product [CH2:4]([CH:18]1[CH2:17][CH2:16][C:15](=[O:19])[CH2:14][C:13]1=[O:20])[CH:2]=[CH2:3], predict the reactants needed to synthesize it. The reactants are: N(C(C)C)[CH:2]([CH3:4])[CH3:3].[Li]CCCC.[C:13]1(=[O:20])[CH2:18][CH2:17][CH2:16][C:15](=[O:19])[CH2:14]1.C(Br)C=C.Cl. (2) Given the product [Cl:1][C:2]1[CH:3]=[CH:4][C:5]([C@H:8]2[C@@H:12]([C:13]3[CH:14]=[CH:15][C:16]([Cl:19])=[CH:17][CH:18]=3)[N:11]([C:20]([N:46]3[CH2:45][CH2:44][N:43]([CH2:42][C:41]([N:40]([CH:37]([CH3:39])[CH3:38])[CH3:50])=[O:49])[CH2:48][CH2:47]3)=[O:21])[C:10]([C:23]3[CH:28]=[CH:27][C:26]([C:29]([C:32]#[N:33])([CH3:31])[CH3:30])=[CH:25][C:24]=3[O:34][CH2:35][CH3:36])=[N:9]2)=[CH:6][CH:7]=1, predict the reactants needed to synthesize it. The reactants are: [Cl:1][C:2]1[CH:7]=[CH:6][C:5]([C@H:8]2[C@@H:12]([C:13]3[CH:18]=[CH:17][C:16]([Cl:19])=[CH:15][CH:14]=3)[N:11]([C:20](Cl)=[O:21])[C:10]([C:23]3[CH:28]=[CH:27][C:26]([C:29]([C:32]#[N:33])([CH3:31])[CH3:30])=[CH:25][C:24]=3[O:34][CH2:35][CH3:36])=[N:9]2)=[CH:4][CH:3]=1.[CH:37]([N:40]([CH3:50])[C:41](=[O:49])[CH2:42][N:43]1[CH2:48][CH2:47][NH:46][CH2:45][CH2:44]1)([CH3:39])[CH3:38]. (3) Given the product [Cl:1][C:2]1[CH:7]=[CH:6][C:5]([Cl:8])=[CH:4][C:3]=1[NH:9][C:10]1[N:15]2[N:16]=[CH:17][C:18]([S:19]([NH:42][O:41][CH2:39][CH3:40])(=[O:21])=[O:22])=[C:14]2[N:13]=[CH:12][C:11]=1[C:23]([N:25]1[CH2:30][CH2:29][CH:28]([C:31]2[CH:32]=[CH:33][C:34]([F:37])=[CH:35][CH:36]=2)[CH2:27][CH2:26]1)=[O:24], predict the reactants needed to synthesize it. The reactants are: [Cl:1][C:2]1[CH:7]=[CH:6][C:5]([Cl:8])=[CH:4][C:3]=1[NH:9][C:10]1[N:15]2[N:16]=[CH:17][C:18]([S:19]([OH:22])(=[O:21])=O)=[C:14]2[N:13]=[CH:12][C:11]=1[C:23]([N:25]1[CH2:30][CH2:29][CH:28]([C:31]2[CH:36]=[CH:35][C:34]([F:37])=[CH:33][CH:32]=2)[CH2:27][CH2:26]1)=[O:24].Cl.[CH2:39]([O:41][NH2:42])[CH3:40]. (4) Given the product [Cl:9][C:10]1[N:18]=[C:17]2[C:13]([N:14]=[CH:15][N:16]2[CH3:19])=[C:12]([S:8][C:5]2[CH:6]=[CH:7][C:2]([Cl:1])=[CH:3][CH:4]=2)[N:11]=1, predict the reactants needed to synthesize it. The reactants are: [Cl:1][C:2]1[CH:7]=[CH:6][C:5]([SH:8])=[CH:4][CH:3]=1.[Cl:9][C:10]1[N:18]=[C:17]2[C:13]([N:14]=[CH:15][N:16]2[CH2:19]C)=[C:12](Cl)[N:11]=1. (5) The reactants are: C(N(CC)CC)C.[F:8][C:9]1[CH:27]=[CH:26][C:12]([CH2:13][O:14][C:15]2[CH:20]=[CH:19][C:18]([CH2:21]/[C:22](=[N:24]/[OH:25])/[NH2:23])=[CH:17][CH:16]=2)=[CH:11][CH:10]=1.[CH3:28][C:29]1[CH:37]=[CH:36][CH:35]=[C:34]([CH3:38])[C:30]=1[C:31](Cl)=[O:32]. Given the product [CH3:28][C:29]1[CH:37]=[CH:36][CH:35]=[C:34]([CH3:38])[C:30]=1[C:31]([O:25]/[N:24]=[C:22](\[NH2:23])/[CH2:21][C:18]1[CH:19]=[CH:20][C:15]([O:14][CH2:13][C:12]2[CH:11]=[CH:10][C:9]([F:8])=[CH:27][CH:26]=2)=[CH:16][CH:17]=1)=[O:32], predict the reactants needed to synthesize it. (6) Given the product [Cl:19][C:10]1[C:9]([O:8][C:6]2[CH:5]=[CH:4][N:3]=[C:2]([Cl:1])[CH:7]=2)=[CH:14][C:13]([F:15])=[C:12]([NH2:16])[CH:11]=1, predict the reactants needed to synthesize it. The reactants are: [Cl:1][C:2]1[CH:7]=[C:6]([O:8][C:9]2[CH:14]=[C:13]([F:15])[C:12]([N+:16]([O-])=O)=[CH:11][C:10]=2[Cl:19])[CH:5]=[CH:4][N:3]=1.[Cl-].[NH4+].